This data is from Reaction yield outcomes from USPTO patents with 853,638 reactions. The task is: Predict the reaction yield, written as a fraction of the theoretical maximum amount of product (1.0 means a 100% yield; for example, 0.34 means a 34% yield). The product is [N:10]1[CH:11]=[CH:12][CH:13]=[CH:14][C:9]=1[O:5][CH2:4][CH2:3][CH2:2][NH2:1]. The catalyst is C1COCC1. The yield is 0.430. The reactants are [NH2:1][CH2:2][CH2:3][CH2:4][OH:5].[H-].[Na+].Br[C:9]1[CH:14]=[CH:13][CH:12]=[CH:11][N:10]=1.